Dataset: Full USPTO retrosynthesis dataset with 1.9M reactions from patents (1976-2016). Task: Predict the reactants needed to synthesize the given product. (1) Given the product [CH:1]1([C:9]2[CH:18]=[CH:17][C:12]([C:13]([O:15][CH3:16])=[O:14])=[CH:11][C:10]=2[C:19]([F:20])([F:22])[F:21])[CH2:5][CH2:4][CH2:3][CH2:2]1, predict the reactants needed to synthesize it. The reactants are: [CH:1]1([Mg]Cl)[CH2:5][CH2:4][CH2:3][CH2:2]1.Cl[C:9]1[CH:18]=[CH:17][C:12]([C:13]([O:15][CH3:16])=[O:14])=[CH:11][C:10]=1[C:19]([F:22])([F:21])[F:20]. (2) The reactants are: Br[C:2]1[C:7]2[O:8][CH2:9][CH2:10][O:11][C:6]=2[C:5]([NH:12][C:13](=[O:15])[CH3:14])=[CH:4][CH:3]=1.[NH:16]1[CH2:21][CH2:20][O:19][CH2:18][CH2:17]1.CC(C1C=C(C(C)C)C(C2C=CC=CC=2P(C2CCCCC2)C2CCCCC2)=C(C(C)C)C=1)C.CC(C)([O-])C.[K+]. Given the product [O:19]1[CH2:20][CH2:21][N:16]([C:2]2[C:7]3[O:8][CH2:9][CH2:10][O:11][C:6]=3[C:5]([NH:12][C:13](=[O:15])[CH3:14])=[CH:4][CH:3]=2)[CH2:17][CH2:18]1, predict the reactants needed to synthesize it. (3) Given the product [Br:1][C:2]1[C:3]([O:16][CH3:17])=[C:4]2[C:5]([CH:11]=[CH:10][C:9]([OH:15])=[N:8]2)=[CH:6][CH:7]=1, predict the reactants needed to synthesize it. The reactants are: [Br:1][C:2]1[C:3]([O:16][CH3:17])=[C:4]([NH:8][C:9](=[O:15])/[CH:10]=[CH:11]/OCC)[CH:5]=[CH:6][CH:7]=1. (4) Given the product [N:14]([CH2:2][C:3]1[NH:4][C:5](=[O:13])[C:6]2[CH2:12][O:11][CH2:10][CH2:9][C:7]=2[N:8]=1)=[N+:15]=[N-:16], predict the reactants needed to synthesize it. The reactants are: Cl[CH2:2][C:3]1[NH:4][C:5](=[O:13])[C:6]2[CH2:12][O:11][CH2:10][CH2:9][C:7]=2[N:8]=1.[N-:14]=[N+:15]=[N-:16].[Na+]. (5) The reactants are: Cl[C:2]1[N:7]=[C:6]([NH2:8])[C:5]([N+:9]([O-:11])=[O:10])=[CH:4][CH:3]=1.Cl.[CH3:13][C:14]1([OH:20])[CH2:19][CH2:18][NH:17][CH2:16][CH2:15]1.C(=O)([O-])[O-].[K+].[K+].CN(C=O)C. Given the product [NH2:8][C:6]1[N:7]=[C:2]([N:17]2[CH2:18][CH2:19][C:14]([CH3:13])([OH:20])[CH2:15][CH2:16]2)[CH:3]=[CH:4][C:5]=1[N+:9]([O-:11])=[O:10], predict the reactants needed to synthesize it. (6) Given the product [CH3:38][C:24]1[CH:25]=[C:26]([C:2]2[CH:3]=[CH:4][N:5]3[C:10]([C:11]=2[CH3:12])=[C:9]([CH:13]2[CH2:15][CH2:14]2)[CH:8]=[C:7]([C:16]([O:18][CH3:19])=[O:17])[C:6]3=[O:20])[CH:27]=[CH:28][C:23]=1[NH:22][CH3:21], predict the reactants needed to synthesize it. The reactants are: Cl[C:2]1[CH:3]=[CH:4][N:5]2[C:10]([C:11]=1[CH3:12])=[C:9]([CH:13]1[CH2:15][CH2:14]1)[CH:8]=[C:7]([C:16]([O:18][CH3:19])=[O:17])[C:6]2=[O:20].[CH3:21][NH:22][C:23]1[CH:28]=[CH:27][C:26](B2OC(C)(C)C(C)(C)O2)=[CH:25][C:24]=1[CH3:38]. (7) Given the product [CH3:1][O:2][C:3](=[O:31])[CH:4]([O:5][C:6]([CH3:9])([CH3:8])[CH3:7])[C:10]1[C:15]([CH3:16])=[CH:14][C:13]([I:48])=[C:12]([CH:18]2[CH2:20][CH2:19]2)[C:11]=1[C:21]1[CH:22]=[C:23]2[C:28](=[CH:29][CH:30]=1)[O:27][CH2:26][CH2:25][CH2:24]2, predict the reactants needed to synthesize it. The reactants are: [CH3:1][O:2][C:3](=[O:31])[CH:4]([C:10]1[C:15]([CH3:16])=[CH:14][C:13](N)=[C:12]([CH:18]2[CH2:20][CH2:19]2)[C:11]=1[C:21]1[CH:22]=[C:23]2[C:28](=[CH:29][CH:30]=1)[O:27][CH2:26][CH2:25][CH2:24]2)[O:5][C:6]([CH3:9])([CH3:8])[CH3:7].O.C1(C)C=CC(S(O)(=O)=O)=CC=1.N([O-])=O.[Na+].[I-:48].[K+]. (8) The reactants are: C([N:8]1[CH2:33][CH2:32][C:11]2([N:15]([CH2:16][CH2:17][C:18]3[CH:23]=[CH:22][C:21]([O:24][CH3:25])=[CH:20][CH:19]=3)[C:14](=[O:26])[N:13]([CH2:27][CH:28]([CH3:30])[CH3:29])[C:12]2=[O:31])[CH2:10][CH2:9]1)C1C=CC=CC=1.[H][H]. Given the product [CH2:27]([N:13]1[C:12](=[O:31])[C:11]2([CH2:10][CH2:9][NH:8][CH2:33][CH2:32]2)[N:15]([CH2:16][CH2:17][C:18]2[CH:23]=[CH:22][C:21]([O:24][CH3:25])=[CH:20][CH:19]=2)[C:14]1=[O:26])[CH:28]([CH3:29])[CH3:30], predict the reactants needed to synthesize it. (9) Given the product [S:26]([N:23]1[C:19]2[N:20]=[CH:21][N:22]=[C:17]([NH:1][CH:2]3[CH2:8][CH2:7][CH2:6][CH2:5][N:4]([C:9]([O:11][C:12]([CH3:15])([CH3:14])[CH3:13])=[O:10])[CH2:3]3)[C:18]=2[CH:25]=[CH:24]1)([C:29]1[CH:30]=[CH:31][C:32]([CH3:33])=[CH:34][CH:35]=1)(=[O:27])=[O:28], predict the reactants needed to synthesize it. The reactants are: [NH2:1][CH:2]1[CH2:8][CH2:7][CH2:6][CH2:5][N:4]([C:9]([O:11][C:12]([CH3:15])([CH3:14])[CH3:13])=[O:10])[CH2:3]1.Cl[C:17]1[C:18]2[CH:25]=[CH:24][N:23]([S:26]([C:29]3[CH:35]=[CH:34][C:32]([CH3:33])=[CH:31][CH:30]=3)(=[O:28])=[O:27])[C:19]=2[N:20]=[CH:21][N:22]=1.CCN(C(C)C)C(C)C.O.